The task is: Predict the reaction yield, written as a fraction of the theoretical maximum amount of product (1.0 means a 100% yield; for example, 0.34 means a 34% yield).. This data is from Reaction yield outcomes from USPTO patents with 853,638 reactions. (1) The reactants are [Si]([O:8][C@H:9]1[CH2:13][C@H:12]([O:14][C:15]2[C:20]([F:21])=[C:19]([NH:22][C@@H:23]3[C:31]4[C:26](=[CH:27][CH:28]=[CH:29][CH:30]=4)[CH2:25][C@@H:24]3[O:32][CH3:33])[N:18]=[CH:17][N:16]=2)[CH2:11][C@H:10]1[CH2:34][OH:35])(C(C)(C)C)(C)C.C(N(CC)CC)C.C1(N(C2C=CC=CC=2)C([NH:52][S:53](Cl)(=[O:55])=[O:54])=O)C=CC=CC=1.Cl. The catalyst is C1COCC1. The product is [S:53](=[O:55])(=[O:54])([O:35][CH2:34][C@@H:10]1[CH2:11][C@@H:12]([O:14][C:15]2[C:20]([F:21])=[C:19]([NH:22][C@@H:23]3[C:31]4[C:26](=[CH:27][CH:28]=[CH:29][CH:30]=4)[CH2:25][C@@H:24]3[O:32][CH3:33])[N:18]=[CH:17][N:16]=2)[CH2:13][C@@H:9]1[OH:8])[NH2:52]. The yield is 0.510. (2) The reactants are C(OC1C=CN(CC(C2C=CC(C[Br:25])=CC=2C)=O)C(=O)C=1)C1C=CC=CC=1.O[CH2:29][C:30]1[CH:35]=[CH:34][C:33]([C:36](=[O:55])[CH2:37][N:38]2[CH:43]=[CH:42][C:41]([O:44][CH2:45][C:46]3[CH:51]=[CH:50][C:49]([O:52][CH3:53])=[CH:48][N:47]=3)=[CH:40][C:39]2=[O:54])=[C:32]([CH3:56])[CH:31]=1.C(OC1C=CN(CC(C2C=CC(CO)=CC=2C)=O)C(=O)C=1)C1C=CC=CC=1. The catalyst is COC(C)(C)C. The product is [Br:25][CH2:29][C:30]1[CH:35]=[CH:34][C:33]([C:36](=[O:55])[CH2:37][N:38]2[CH:43]=[CH:42][C:41]([O:44][CH2:45][C:46]3[CH:51]=[CH:50][C:49]([O:52][CH3:53])=[CH:48][N:47]=3)=[CH:40][C:39]2=[O:54])=[C:32]([CH3:56])[CH:31]=1. The yield is 0.800. (3) The reactants are [Br:1]N1C(=O)CCC1=O.[CH2:9]([O:11][C:12]1[CH:17]=[CH:16][CH:15]=[C:14]([F:18])[C:13]=1[O:19][CH2:20][CH3:21])[CH3:10].CCCCCC. The catalyst is C(#N)C. The product is [Br:1][C:15]1[CH:16]=[CH:17][C:12]([O:11][CH2:9][CH3:10])=[C:13]([O:19][CH2:20][CH3:21])[C:14]=1[F:18]. The yield is 0.960. (4) The reactants are F[C:2]1[CH:7]=[CH:6][C:5]([C:8]2[O:9][C:10]([C:13]3[C:14]([C:19]4[CH:24]=[CH:23][CH:22]=[CH:21][CH:20]=4)=[N:15][O:16][C:17]=3[CH3:18])=[N:11][N:12]=2)=[C:4]([O:25][CH3:26])[CH:3]=1.[NH:27]1[CH2:32][CH2:31][NH:30][CH2:29][CH2:28]1. No catalyst specified. The product is [CH3:26][O:25][C:4]1[CH:3]=[C:2]([N:27]2[CH2:32][CH2:31][NH:30][CH2:29][CH2:28]2)[CH:7]=[CH:6][C:5]=1[C:8]1[O:9][C:10]([C:13]2[C:14]([C:19]3[CH:24]=[CH:23][CH:22]=[CH:21][CH:20]=3)=[N:15][O:16][C:17]=2[CH3:18])=[N:11][N:12]=1. The yield is 0.170. (5) The product is [Cl:1][C:2]1[S:6][C:5]([C:7]([NH:17][C@@H:18]([CH2:31][C:32]2[CH:37]=[CH:36][CH:35]=[CH:34][C:33]=2[C:38]([F:41])([F:39])[F:40])[CH2:19][N:20]2[C:28](=[O:29])[C:27]3[C:22](=[CH:23][CH:24]=[CH:25][CH:26]=3)[C:21]2=[O:30])=[O:9])=[CH:4][C:3]=1[C:10]1[N:14]([CH3:15])[N:13]=[CH:12][C:11]=1[F:16]. The catalyst is C(Cl)Cl. The yield is 0.635. The reactants are [Cl:1][C:2]1[S:6][C:5]([C:7]([OH:9])=O)=[CH:4][C:3]=1[C:10]1[N:14]([CH3:15])[N:13]=[CH:12][C:11]=1[F:16].[NH2:17][C@@H:18]([CH2:31][C:32]1[CH:37]=[CH:36][CH:35]=[CH:34][C:33]=1[C:38]([F:41])([F:40])[F:39])[CH2:19][N:20]1[C:28](=[O:29])[C:27]2[C:22](=[CH:23][CH:24]=[CH:25][CH:26]=2)[C:21]1=[O:30].C(N(C(C)C)CC)(C)C.F[P-](F)(F)(F)(F)F.Br[P+](N1CCCC1)(N1CCCC1)N1CCCC1. (6) The reactants are [Cl:1][C:2]1[CH:3]=[CH:4][C:5]([S:9][CH3:10])=[C:6]([NH2:8])[CH:7]=1.[Cl:11][C:12]1[CH:17]=[CH:16][C:15]([S:18](Cl)(=[O:20])=[O:19])=[CH:14][CH:13]=1. No catalyst specified. The product is [Cl:11][C:12]1[CH:17]=[CH:16][C:15]([S:18]([NH:8][C:6]2[CH:7]=[C:2]([Cl:1])[CH:3]=[CH:4][C:5]=2[S:9][CH3:10])(=[O:20])=[O:19])=[CH:14][CH:13]=1. The yield is 0.680. (7) The yield is 0.290. The reactants are [F:1][C:2]1[CH:7]=[CH:6][C:5]([C:8]2[N:9]=[C:10]([CH2:13][CH2:14][NH2:15])[S:11][CH:12]=2)=[CH:4][CH:3]=1.[F:16][C:17]([F:33])([F:32])[C:18]1[O:22][N:21]=[C:20]([C:23]2[CH:24]=[N:25][CH:26]=[C:27]([CH:31]=2)[C:28](O)=[O:29])[N:19]=1. No catalyst specified. The product is [F:1][C:2]1[CH:3]=[CH:4][C:5]([C:8]2[N:9]=[C:10]([CH2:13][CH2:14][NH:15][C:28](=[O:29])[C:27]3[CH:31]=[C:23]([C:20]4[N:19]=[C:18]([C:17]([F:33])([F:32])[F:16])[O:22][N:21]=4)[CH:24]=[N:25][CH:26]=3)[S:11][CH:12]=2)=[CH:6][CH:7]=1. (8) The reactants are CS(O[CH:6]([CH3:16])[CH2:7][NH:8][C:9]([O:11][C:12]([CH3:15])([CH3:14])[CH3:13])=[O:10])(=O)=O.[N-:17]=[N+:18]=[N-:19].[Na+]. The catalyst is CN(C=O)C.O. The product is [N:17]([CH:6]([CH3:16])[CH2:7][NH:8][C:9](=[O:10])[O:11][C:12]([CH3:15])([CH3:14])[CH3:13])=[N+:18]=[N-:19]. The yield is 0.886. (9) The reactants are Br[CH2:2][C:3]([C:5]1[CH:10]=[CH:9][CH:8]=[C:7]([C:11]([F:14])([F:13])[F:12])[CH:6]=1)=O.[N+:15]([C:18]1[C:19]([NH2:24])=[N:20][CH:21]=[CH:22][CH:23]=1)([O-:17])=[O:16]. The catalyst is CC(=O)CC. The product is [N+:15]([C:18]1[C:19]2[N:20]([CH:2]=[C:3]([C:5]3[CH:10]=[CH:9][CH:8]=[C:7]([C:11]([F:14])([F:13])[F:12])[CH:6]=3)[N:24]=2)[CH:21]=[CH:22][CH:23]=1)([O-:17])=[O:16]. The yield is 0.140.